From a dataset of Full USPTO retrosynthesis dataset with 1.9M reactions from patents (1976-2016). Predict the reactants needed to synthesize the given product. (1) Given the product [C:8]([C:9]1[CH:10]=[C:14]([C:15]([O:17][CH2:18][CH3:19])=[O:16])[NH:26][N:25]=1)([CH3:13])([CH3:12])[CH3:7], predict the reactants needed to synthesize it. The reactants are: CC(C)([O-])C.[K+].[CH3:7][C:8]([CH3:13])([CH3:12])[C:9](=O)[CH3:10].[C:14](OCC)(=O)[C:15]([O:17][CH2:18][CH3:19])=[O:16].O.[NH2:25][NH2:26]. (2) Given the product [OH:1][C:2]1[CH:3]=[CH:4][C:5]([C@H:8]2[CH2:10][C@H:9]2[C:11]([O:13][CH2:19][C:20]2[CH:25]=[CH:24][CH:23]=[CH:22][CH:21]=2)=[O:12])=[CH:6][CH:7]=1, predict the reactants needed to synthesize it. The reactants are: [OH:1][C:2]1[CH:7]=[CH:6][C:5]([C@H:8]2[CH2:10][C@H:9]2[C:11]([OH:13])=[O:12])=[CH:4][CH:3]=1.C(=O)(O)[O-].[K+].[CH2:19](Br)[C:20]1[CH:25]=[CH:24][CH:23]=[CH:22][CH:21]=1. (3) Given the product [NH2:19][C:15]1[N:14]=[CH:13][N:12]=[C:11]2[C:16]=1[N:17]=[CH:18][N:10]2[C@@H:9]1[O:8][C@H:7]([CH2:20][C@@H:21]([NH:36][C:37]([O:39][C:40]([CH3:41])([CH3:42])[CH3:43])=[O:38])[CH2:22][CH2:23][C@H:24]([NH:28][C:29]([O:31][C:32]([CH3:33])([CH3:35])[CH3:34])=[O:30])[C:25]([OH:27])=[O:26])[C@@H:6]([OH:44])[C@H:5]1[O:4][CH2:1][CH:2]=[O:45].[C:56](#[N:58])[CH3:57].[OH2:51].[C:60]([OH:66])([C:62]([F:65])([F:64])[F:63])=[O:61], predict the reactants needed to synthesize it. The reactants are: [CH2:1]([O:4][C@H:5]1[C@H:9]([N:10]2[CH:18]=[N:17][C:16]3[C:11]2=[N:12][CH:13]=[N:14][C:15]=3[NH2:19])[O:8][C@H:7]([CH2:20][C@@H:21]([NH:36][C:37]([O:39][C:40]([CH3:43])([CH3:42])[CH3:41])=[O:38])[CH2:22][CH2:23][C@H:24]([NH:28][C:29]([O:31][C:32]([CH3:35])([CH3:34])[CH3:33])=[O:30])[C:25]([OH:27])=[O:26])[C@H:6]1[OH:44])[CH:2]=C.[O:45]1CCCC1.I([O-])(=O)(=O)=[O:51].[Na+].[C:56](#[N:58])[CH3:57].O.[C:60]([OH:66])([C:62]([F:65])([F:64])[F:63])=[O:61].O.